This data is from Catalyst prediction with 721,799 reactions and 888 catalyst types from USPTO. The task is: Predict which catalyst facilitates the given reaction. (1) Reactant: [CH3:1][C:2]1[CH:7]=[C:6]([C:8]2[CH:13]=[CH:12][C:11]([NH:14][C:15]([NH:17][C:18]3([C:25]4[CH:30]=[CH:29][CH:28]=[CH:27][CH:26]=4)[CH2:23][CH2:22][C:21](=[O:24])[CH2:20][CH2:19]3)=[O:16])=[CH:10][CH:9]=2)[CH:5]=[CH:4][N:3]=1.[BH4-].[Na+]. Product: [OH:24][CH:21]1[CH2:22][CH2:23][C:18]([NH:17][C:15]([NH:14][C:11]2[CH:12]=[CH:13][C:8]([C:6]3[CH:5]=[CH:4][N:3]=[C:2]([CH3:1])[CH:7]=3)=[CH:9][CH:10]=2)=[O:16])([C:25]2[CH:30]=[CH:29][CH:28]=[CH:27][CH:26]=2)[CH2:19][CH2:20]1. The catalyst class is: 1. (2) Reactant: [C:1]([C:3]([C:6]1[CH:7]=[C:8]([CH:13]=[CH:14][C:15]=1[O:16][CH3:17])[C:9]([O:11]C)=[O:10])([CH3:5])[CH3:4])#[N:2].O[Li].O. Product: [C:1]([C:3]([C:6]1[CH:7]=[C:8]([CH:13]=[CH:14][C:15]=1[O:16][CH3:17])[C:9]([OH:11])=[O:10])([CH3:5])[CH3:4])#[N:2]. The catalyst class is: 20. (3) Reactant: [CH3:1][O:2][C:3](=[O:22])[CH2:4][NH:5][C:6]1[CH:7]=[N:8][CH:9]=[CH:10][C:11]=1[C:12]1[CH:17]=[C:16]([F:18])[C:15]([F:19])=[CH:14][C:13]=1[O:20][CH3:21].[CH3:23][S:24]([C:27]1[CH:28]=[C:29]([CH:33]=[C:34]([C:36]([F:39])([F:38])[F:37])[CH:35]=1)[C:30](O)=[O:31])(=[O:26])=[O:25]. Product: [CH3:1][O:2][C:3](=[O:22])[CH2:4][N:5]([C:6]1[CH:7]=[N:8][CH:9]=[CH:10][C:11]=1[C:12]1[CH:17]=[C:16]([F:18])[C:15]([F:19])=[CH:14][C:13]=1[O:20][CH3:21])[C:30](=[O:31])[C:29]1[CH:33]=[C:34]([C:36]([F:39])([F:37])[F:38])[CH:35]=[C:27]([S:24]([CH3:23])(=[O:26])=[O:25])[CH:28]=1. The catalyst class is: 243. (4) Reactant: [NH2:1][C:2]1[O:6][CH:5]([C:7]2[CH:12]=[CH:11][CH:10]=[CH:9][C:8]=2[F:13])[C:4](=[O:14])[C:3]=1[OH:15].C(N(CC)CC)C.[C:23]1([CH2:29][S:30](Cl)(=[O:32])=[O:31])[CH:28]=[CH:27][CH:26]=[CH:25][CH:24]=1.[Cl-].[NH4+]. Product: [F:13][C:8]1[CH:9]=[CH:10][CH:11]=[CH:12][C:7]=1[CH:5]1[C:4](=[O:14])[C:3]([O:15][S:30]([CH2:29][C:23]2[CH:28]=[CH:27][CH:26]=[CH:25][CH:24]=2)(=[O:32])=[O:31])=[C:2]([NH2:1])[O:6]1. The catalyst class is: 1. (5) Reactant: C([Li])CCC.[C:6]([O:10][C:11]([N:13]1[CH2:25][C@@H:24]([CH3:26])[N:23]2[C@H:15]([CH2:16][C:17]3[C:22]2=[N:21][C:20](Br)=[CH:19][CH:18]=3)[CH2:14]1)=[O:12])([CH3:9])([CH3:8])[CH3:7].[CH2:28]([S:30]SCC)[CH3:29].C([O-])(=O)C.[NH4+]. Product: [C:6]([O:10][C:11]([N:13]1[CH2:25][C@@H:24]([CH3:26])[N:23]2[C@H:15]([CH2:16][C:17]3[C:22]2=[N:21][C:20]([S:30][CH2:28][CH3:29])=[CH:19][CH:18]=3)[CH2:14]1)=[O:12])([CH3:9])([CH3:8])[CH3:7]. The catalyst class is: 193. (6) Reactant: [Br:1][C:2]1[S:3][C:4]([CH3:12])=[CH:5][C:6]=1[C:7]([O:9]CC)=[O:8].O[Li].O.Cl. Product: [Br:1][C:2]1[S:3][C:4]([CH3:12])=[CH:5][C:6]=1[C:7]([OH:9])=[O:8]. The catalyst class is: 40. (7) Reactant: C[O:2][CH:3](OC)[CH2:4][NH:5][C:6](=[O:20])[CH2:7][CH2:8][CH2:9][CH2:10][C@H:11]1[C@@H:19]2[C@@H:14]([NH:15][C:16]([NH:18]2)=[O:17])[CH2:13][S:12]1.Cl. Product: [O:2]=[CH:3][CH2:4][NH:5][C:6](=[O:20])[CH2:7][CH2:8][CH2:9][CH2:10][C@H:11]1[C@@H:19]2[C@@H:14]([NH:15][C:16]([NH:18]2)=[O:17])[CH2:13][S:12]1. The catalyst class is: 5. (8) Reactant: [N:1]1([CH2:7][CH2:8][CH:9]2[CH2:18][CH2:17][C:16]3[C:11](=[CH:12][CH:13]=[C:14]([O:19][CH2:20][C:21]4[CH:29]=[CH:28][C:24]([C:25]([O-])=[O:26])=[CH:23][CH:22]=4)[CH:15]=3)[CH2:10]2)[CH2:6][CH2:5][CH2:4][CH2:3][CH2:2]1.[CH3:30][O:31][C:32]1[CH:33]=[C:34]([CH:36]=[CH:37][C:38]=1[O:39][CH3:40])[NH2:35].C1C=CC2N(O)N=NC=2C=1.C(=O)([O-])[O-].[K+].[K+]. Product: [CH3:30][O:31][C:32]1[CH:33]=[C:34]([NH:35][C:25](=[O:26])[C:24]2[CH:23]=[CH:22][C:21]([CH2:20][O:19][C:14]3[CH:15]=[C:16]4[C:11](=[CH:12][CH:13]=3)[CH2:10][CH:9]([CH2:8][CH2:7][N:1]3[CH2:6][CH2:5][CH2:4][CH2:3][CH2:2]3)[CH2:18][CH2:17]4)=[CH:29][CH:28]=2)[CH:36]=[CH:37][C:38]=1[O:39][CH3:40]. The catalyst class is: 241. (9) Reactant: Cl[C:2]1[C:11]2=[N:12][N:13](CC3C=CC(OC)=CC=3)[CH:14]=[C:10]2[C:9]2[CH:8]=[C:7]([O:24][CH3:25])[C:6]([O:26][CH3:27])=[CH:5][C:4]=2[N:3]=1.[NH2:28][C:29]1[CH:34]=[CH:33][C:32]([NH:35][C:36]([NH:38][C:39]2[CH:40]=[C:41]([CH3:45])[CH:42]=[CH:43][CH:44]=2)=[O:37])=[CH:31][CH:30]=1.Cl. Product: [CH3:27][O:26][C:6]1[C:7]([O:24][CH3:25])=[CH:8][C:9]2[C:10]3[C:11](=[N:12][NH:13][CH:14]=3)[C:2]([NH:28][C:29]3[CH:30]=[CH:31][C:32]([NH:35][C:36]([NH:38][C:39]4[CH:40]=[C:41]([CH3:45])[CH:42]=[CH:43][CH:44]=4)=[O:37])=[CH:33][CH:34]=3)=[N:3][C:4]=2[CH:5]=1. The catalyst class is: 71. (10) Reactant: [C:1]([CH:4]1[C:8](=O)[CH:7]([C:10]2[CH:15]=[CH:14][C:13]([Cl:16])=[CH:12][CH:11]=2)[N:6]([C:17]2[CH:22]=[C:21]([Cl:23])[C:20](=[O:24])[N:19]([CH3:25])[CH:18]=2)[C:5]1=[O:26])(=O)[CH3:2].O.[NH2:28][NH2:29]. Product: [Cl:23][C:21]1[C:20](=[O:24])[N:19]([CH3:25])[CH:18]=[C:17]([N:6]2[C:5](=[O:26])[C:4]3[C:8](=[N:28][NH:29][C:1]=3[CH3:2])[CH:7]2[C:10]2[CH:11]=[CH:12][C:13]([Cl:16])=[CH:14][CH:15]=2)[CH:22]=1. The catalyst class is: 61.